The task is: Regression. Given two drug SMILES strings and cell line genomic features, predict the synergy score measuring deviation from expected non-interaction effect.. This data is from NCI-60 drug combinations with 297,098 pairs across 59 cell lines. (1) Drug 1: C1CCC(C1)C(CC#N)N2C=C(C=N2)C3=C4C=CNC4=NC=N3. Drug 2: CC(C)CN1C=NC2=C1C3=CC=CC=C3N=C2N. Cell line: NCI/ADR-RES. Synergy scores: CSS=-1.42, Synergy_ZIP=0.827, Synergy_Bliss=-0.0311, Synergy_Loewe=-2.07, Synergy_HSA=-2.32. (2) Synergy scores: CSS=7.49, Synergy_ZIP=-3.03, Synergy_Bliss=-2.16, Synergy_Loewe=-1.80, Synergy_HSA=-2.23. Drug 2: C1C(C(OC1N2C=NC3=C2NC=NCC3O)CO)O. Cell line: NCI-H522. Drug 1: C(CC(=O)O)C(=O)CN.Cl. (3) Drug 1: C1=NC(=NC(=O)N1C2C(C(C(O2)CO)O)O)N. Drug 2: C1=NC2=C(N1)C(=S)N=CN2. Cell line: M14. Synergy scores: CSS=42.3, Synergy_ZIP=-4.02, Synergy_Bliss=-2.72, Synergy_Loewe=-0.946, Synergy_HSA=1.37. (4) Drug 1: C1=NC2=C(N=C(N=C2N1C3C(C(C(O3)CO)O)O)F)N. Drug 2: CCC(=C(C1=CC=CC=C1)C2=CC=C(C=C2)OCCN(C)C)C3=CC=CC=C3.C(C(=O)O)C(CC(=O)O)(C(=O)O)O. Cell line: T-47D. Synergy scores: CSS=20.7, Synergy_ZIP=-1.25, Synergy_Bliss=7.72, Synergy_Loewe=5.38, Synergy_HSA=4.86.